Dataset: Forward reaction prediction with 1.9M reactions from USPTO patents (1976-2016). Task: Predict the product of the given reaction. (1) Given the reactants Cl[C:2]1[CH:7]=[C:6]([C:8]2[NH:12][C:11]([CH3:13])=[C:10]([C:14]#[N:15])[CH:9]=2)[CH:5]=[CH:4][N:3]=1.CC1(C)C(C)(C)OB(/[CH:24]=[CH:25]/[C:26]2[CH:38]=[CH:37][C:29]([CH2:30][N:31]3[CH2:36][CH2:35][O:34][CH2:33][CH2:32]3)=[CH:28][CH:27]=2)O1, predict the reaction product. The product is: [CH3:13][C:11]1[NH:12][C:8]([C:6]2[CH:5]=[CH:4][N:3]=[C:2](/[CH:24]=[CH:25]/[C:26]3[CH:27]=[CH:28][C:29]([CH2:30][N:31]4[CH2:36][CH2:35][O:34][CH2:33][CH2:32]4)=[CH:37][CH:38]=3)[CH:7]=2)=[CH:9][C:10]=1[C:14]#[N:15]. (2) Given the reactants [NH2:1][C@H:2](C(O)=O)[CH2:3][C:4]1[C:12]2[C:7](=[CH:8][CH:9]=[CH:10][CH:11]=2)[NH:6][CH:5]=1.[CH3:16]OC1C=C(C=CC=1)C=O.S(=O)(=O)(O)O, predict the reaction product. The product is: [CH:16]1[C:5]2[NH:6][C:7]3[C:12](=[CH:11][CH:10]=[CH:9][CH:8]=3)[C:4]=2[CH:3]=[CH:2][N:1]=1. (3) Given the reactants [C:1]1([CH:7]([C:20]2[CH:25]=[CH:24][CH:23]=[CH:22][CH:21]=2)[CH2:8][CH2:9][NH:10][C:11](=[O:19])[C:12]2[CH:17]=[CH:16][C:15]([OH:18])=[N:14][CH:13]=2)[CH:6]=[CH:5][CH:4]=[CH:3][CH:2]=1.Br[CH2:27][CH2:28][C:29]1[CH:34]=[CH:33][CH:32]=[CH:31][CH:30]=1, predict the reaction product. The product is: [C:20]1([CH:7]([C:1]2[CH:2]=[CH:3][CH:4]=[CH:5][CH:6]=2)[CH2:8][CH2:9][NH:10][C:11]([C:12]2[CH:17]=[CH:16][C:15](=[O:18])[N:14]([CH2:27][CH2:28][C:29]3[CH:34]=[CH:33][CH:32]=[CH:31][CH:30]=3)[CH:13]=2)=[O:19])[CH:25]=[CH:24][CH:23]=[CH:22][CH:21]=1. (4) Given the reactants [C:1]([C:3]1[C:4]([O:29]C)=[C:5]([C:9]#[C:10][C:11]2[CH:16]=[CH:15][C:14]([C:17]3([NH:21][C:22](=[O:28])[O:23][C:24]([CH3:27])([CH3:26])[CH3:25])[CH2:20][CH2:19][CH2:18]3)=[CH:13][CH:12]=2)[CH:6]=[CH:7][CH:8]=1)#[N:2].[I:31]Cl, predict the reaction product. The product is: [C:1]([C:3]1[C:4]2[O:29][C:10]([C:11]3[CH:12]=[CH:13][C:14]([C:17]4([NH:21][C:22](=[O:28])[O:23][C:24]([CH3:25])([CH3:27])[CH3:26])[CH2:18][CH2:19][CH2:20]4)=[CH:15][CH:16]=3)=[C:9]([I:31])[C:5]=2[CH:6]=[CH:7][CH:8]=1)#[N:2]. (5) The product is: [CH3:28][O:27][C:24]1[N:23]=[N:22][C:21]([S:18]([C:13]2[O:14][C:10]3[CH:9]=[CH:8][C:7]([F:6])=[CH:16][C:11]=3[C:12]=2[CH3:15])(=[O:20])=[O:19])=[CH:26][CH:25]=1. Given the reactants C([Li])CCC.[F:6][C:7]1[CH:8]=[CH:9][C:10]2[O:14][CH:13]=[C:12]([CH3:15])[C:11]=2[CH:16]=1.F[S:18]([C:21]1[N:22]=[N:23][C:24]([O:27][CH3:28])=[CH:25][CH:26]=1)(=[O:20])=[O:19], predict the reaction product. (6) Given the reactants FC(F)(F)C(O)=O.C([SiH](CC)CC)C.[CH:15]1([C:18]2[C:28]([CH:29](O)[C:30]3[N:35]=[C:34]([C:36]([O:38][CH3:39])=[O:37])[CH:33]=[CH:32][CH:31]=3)=[C:21]3[CH:22]=[CH:23][C:24]([O:26][CH3:27])=[CH:25][N:20]3[N:19]=2)[CH2:17][CH2:16]1.C(=O)(O)[O-].[Na+], predict the reaction product. The product is: [CH:15]1([C:18]2[C:28]([CH2:29][C:30]3[N:35]=[C:34]([C:36]([O:38][CH3:39])=[O:37])[CH:33]=[CH:32][CH:31]=3)=[C:21]3[CH:22]=[CH:23][C:24]([O:26][CH3:27])=[CH:25][N:20]3[N:19]=2)[CH2:17][CH2:16]1.